From a dataset of hERG Central: cardiac toxicity at 1µM, 10µM, and general inhibition. Predict hERG channel inhibition at various concentrations. (1) The drug is CC(=O)N1CCN(c2ccc(NC(=O)c3ccc([N+](=O)[O-])o3)cc2Cl)CC1. Results: hERG_inhib (hERG inhibition (general)): blocker. (2) The drug is COc1cc(C(=O)NC2CCN(Cc3ccccc3)CC2)cc(Cl)c1OC(C)C. Results: hERG_inhib (hERG inhibition (general)): blocker.